From a dataset of Reaction yield outcomes from USPTO patents with 853,638 reactions. Predict the reaction yield, written as a fraction of the theoretical maximum amount of product (1.0 means a 100% yield; for example, 0.34 means a 34% yield). The yield is 0.330. The product is [OH:18][C:17]1[CH:19]=[CH:20][CH:21]=[CH:22][C:16]=1[C:15]([NH:1][CH2:2][CH2:3][O:4][CH2:5][CH2:6][NH:7][C:8](=[O:14])[O:9][C:10]([CH3:11])([CH3:13])[CH3:12])=[O:23]. The catalyst is C(Cl)Cl. The reactants are [NH2:1][CH2:2][CH2:3][O:4][CH2:5][CH2:6][NH:7][C:8](=[O:14])[O:9][C:10]([CH3:13])([CH3:12])[CH3:11].[C:15](O)(=[O:23])[C:16]1[C:17](=[CH:19][CH:20]=[CH:21][CH:22]=1)[OH:18].CCN=C=NCCCN(C)C.